Dataset: hERG Central: cardiac toxicity at 1µM, 10µM, and general inhibition. Task: Predict hERG channel inhibition at various concentrations. The molecule is Cl.O=C(CCCN1CCOC(c2ccccc2)C1)c1ccc(F)cc1. Results: hERG_inhib (hERG inhibition (general)): blocker.